The task is: Predict the reactants needed to synthesize the given product.. This data is from Full USPTO retrosynthesis dataset with 1.9M reactions from patents (1976-2016). Given the product [F:1][C:2]1[CH:7]=[CH:6][C:5]([N:8]2[CH2:13][CH2:12][N:11]([S:14]([CH2:17][CH:18]([N:29]([OH:30])[CH:31]=[O:32])[C:19]#[C:20][C:21]3[CH:26]=[CH:25][CH:24]=[C:23]([O:27][CH3:28])[CH:22]=3)(=[O:16])=[O:15])[CH2:10][CH2:9]2)=[CH:4][CH:3]=1, predict the reactants needed to synthesize it. The reactants are: [F:1][C:2]1[CH:7]=[CH:6][C:5]([N:8]2[CH2:13][CH2:12][N:11]([S:14]([CH2:17][CH:18]([NH:29][OH:30])[C:19]#[C:20][C:21]3[CH:26]=[CH:25][CH:24]=[C:23]([O:27][CH3:28])[CH:22]=3)(=[O:16])=[O:15])[CH2:10][CH2:9]2)=[CH:4][CH:3]=1.[CH:31](OC(=O)C)=[O:32].